From a dataset of HIV replication inhibition screening data with 41,000+ compounds from the AIDS Antiviral Screen. Binary Classification. Given a drug SMILES string, predict its activity (active/inactive) in a high-throughput screening assay against a specified biological target. (1) The molecule is CCCC(=O)[OH+][Co-4](N)(N)(N)(N)N.[O-][Cl+3]([O-])([O-])O. The result is 0 (inactive). (2) The compound is O=C1CN(Cc2ccccc2)CC(=O)N2C(c3ccccc3)CCCN12. The result is 0 (inactive). (3) The compound is O=C1Oc2ccccc2C(=O)C1=C1SSC(c2ccccc2)=C1c1ccccc1. The result is 0 (inactive). (4) The molecule is Cc1nc2cnc(Nc3ccccc3)nc2n(-c2ccccc2)c1=O. The result is 0 (inactive). (5) The molecule is O=c1c(NCc2ccccc2)c(C2(c3ccccc3F)SCCCS2)c1=O. The result is 0 (inactive). (6) The molecule is CCCCCON=Cc1c2c(O)c3c(O)c(C)c4c(c3c1O)C(=O)C(C)(OC=CC(OC)C(C)C(OC(C)=O)C(C)C(O)C(C)C(O)C(C)C=CC=C(C)C(=O)N2)O4. The result is 0 (inactive). (7) The molecule is OC1c2ccccc2C(O)c2c1ccc1c2CN(Cc2ccccc2)CC1. The result is 0 (inactive).